From a dataset of NCI-60 drug combinations with 297,098 pairs across 59 cell lines. Regression. Given two drug SMILES strings and cell line genomic features, predict the synergy score measuring deviation from expected non-interaction effect. Drug 1: C1=CC=C(C=C1)NC(=O)CCCCCCC(=O)NO. Drug 2: COCCOC1=C(C=C2C(=C1)C(=NC=N2)NC3=CC=CC(=C3)C#C)OCCOC.Cl. Cell line: MALME-3M. Synergy scores: CSS=19.2, Synergy_ZIP=0.348, Synergy_Bliss=8.40, Synergy_Loewe=4.82, Synergy_HSA=8.76.